From a dataset of Forward reaction prediction with 1.9M reactions from USPTO patents (1976-2016). Predict the product of the given reaction. (1) Given the reactants [CH2:1]([O:5][C:6]1[C:11]([CH2:12][CH:13]=[CH2:14])=[CH:10][CH:9]=[CH:8][C:7]=1[N+:15]([O-])=O)[C:2]#[C:3][CH3:4], predict the reaction product. The product is: [CH2:1]([O:5][C:6]1[C:11]([CH2:12][CH:13]=[CH2:14])=[CH:10][CH:9]=[CH:8][C:7]=1[NH2:15])[C:2]#[C:3][CH3:4]. (2) Given the reactants Br[C:2]1[S:6][C:5]([C:7]2[N:11]=[CH:10][N:9]([CH3:12])[N:8]=2)=[CH:4][CH:3]=1.[C:13]([O:17][C:18]([N:20]1[CH2:25][CH:24]=[C:23](B2OC(C)(C)C(C)(C)O2)[CH2:22][CH2:21]1)=[O:19])([CH3:16])([CH3:15])[CH3:14].ClCCl.C([O-])([O-])=O.[Na+].[Na+].[O-]S([O-])(=O)=O.[Mg+2], predict the reaction product. The product is: [C:13]([O:17][C:18]([N:20]1[CH2:21][CH:22]=[C:23]([C:2]2[S:6][C:5]([C:7]3[N:11]=[CH:10][N:9]([CH3:12])[N:8]=3)=[CH:4][CH:3]=2)[CH2:24][CH2:25]1)=[O:19])([CH3:16])([CH3:14])[CH3:15]. (3) Given the reactants [CH:1]1([C:4]2[O:8][N:7]=[C:6]([C:9]3[CH:14]=[CH:13][CH:12]=[CH:11][C:10]=3[O:15][C:16]([F:19])([F:18])[F:17])[C:5]=2[CH2:20][O:21][CH:22]2[CH2:28][CH:27]3[N:29]([C:30]4[S:31][C:32]5[CH:38]=[C:37]([C:39]([O:41]C)=[O:40])[CH:36]=[C:35]([F:43])[C:33]=5[N:34]=4)[CH:24]([CH2:25][CH2:26]3)[CH2:23]2)[CH2:3][CH2:2]1.C1COCC1.[OH-].[K+].CC(O)=O, predict the reaction product. The product is: [CH:1]1([C:4]2[O:8][N:7]=[C:6]([C:9]3[CH:14]=[CH:13][CH:12]=[CH:11][C:10]=3[O:15][C:16]([F:19])([F:17])[F:18])[C:5]=2[CH2:20][O:21][CH:22]2[CH2:28][CH:27]3[N:29]([C:30]4[S:31][C:32]5[CH:38]=[C:37]([C:39]([OH:41])=[O:40])[CH:36]=[C:35]([F:43])[C:33]=5[N:34]=4)[CH:24]([CH2:25][CH2:26]3)[CH2:23]2)[CH2:3][CH2:2]1. (4) The product is: [CH3:1][O:2][C:3]1[CH:4]=[C:5]2[C:10](=[CH:11][C:12]=1[O:13][CH3:14])[N:9]=[CH:8][CH:7]=[C:6]2[O:15][C:16]1[CH:22]=[CH:21][C:19]([NH:20][C:37]([NH:50][CH2:49][CH2:48][N:47]([CH2:45][CH3:46])[C:51]2[CH:56]=[CH:55][CH:54]=[C:53]([CH3:57])[CH:52]=2)=[O:43])=[C:18]([N+:23]([O-:25])=[O:24])[CH:17]=1. Given the reactants [CH3:1][O:2][C:3]1[CH:4]=[C:5]2[C:10](=[CH:11][C:12]=1[O:13][CH3:14])[N:9]=[CH:8][CH:7]=[C:6]2[O:15][C:16]1[CH:22]=[CH:21][C:19]([NH2:20])=[C:18]([N+:23]([O-:25])=[O:24])[CH:17]=1.C(N(CC)CC)C.ClC(Cl)(O[C:37](=[O:43])OC(Cl)(Cl)Cl)Cl.[CH2:45]([N:47]([C:51]1[CH:56]=[CH:55][CH:54]=[C:53]([CH3:57])[CH:52]=1)[CH2:48][CH2:49][NH2:50])[CH3:46], predict the reaction product. (5) Given the reactants C[O:2][C:3](=[O:31])[CH2:4][CH:5]1[CH2:9][CH:8]([C:10]2[CH:15]=[CH:14][C:13]([C:16]([F:19])([F:18])[F:17])=[CH:12][CH:11]=2)[N:7]([CH2:20][C:21]2[CH:26]=[CH:25][C:24]([C:27]([F:30])([F:29])[F:28])=[CH:23][CH:22]=2)[CH2:6]1.[OH-].[Na+], predict the reaction product. The product is: [F:29][C:27]([F:28])([F:30])[C:24]1[CH:25]=[CH:26][C:21]([CH2:20][N:7]2[C@@H:8]([C:10]3[CH:11]=[CH:12][C:13]([C:16]([F:18])([F:19])[F:17])=[CH:14][CH:15]=3)[CH2:9][C@@H:5]([CH2:4][C:3]([OH:31])=[O:2])[CH2:6]2)=[CH:22][CH:23]=1. (6) Given the reactants [NH2:1][C:2]1[CH:7]=[CH:6][CH:5]=[CH:4][C:3]=1[CH2:8][C:9]([O:11][CH2:12][CH3:13])=[O:10].[CH:14](OC)(OC)OC.[N-:21]=[N+:22]=[N-:23].[Na+], predict the reaction product. The product is: [N:1]1([C:2]2[CH:7]=[CH:6][CH:5]=[CH:4][C:3]=2[CH2:8][C:9]([O:11][CH2:12][CH3:13])=[O:10])[CH:14]=[N:23][N:22]=[N:21]1. (7) Given the reactants C([O-])([O-])=O.[Cs+].[Cs+].[NH2:7][C@@H:8]1[CH2:12][CH2:11][N:10]([C:13]([O:15][C:16]([CH3:19])([CH3:18])[CH3:17])=[O:14])[CH2:9]1.Cl[C:21]1[C:30]2[C:25](=[CH:26][CH:27]=[CH:28][CH:29]=2)[N:24]=[CH:23][CH:22]=1, predict the reaction product. The product is: [N:24]1[C:25]2[C:30](=[CH:29][CH:28]=[CH:27][CH:26]=2)[C:21]([NH:7][C@H:8]2[CH2:12][CH2:11][N:10]([C:13]([O:15][C:16]([CH3:19])([CH3:18])[CH3:17])=[O:14])[CH2:9]2)=[CH:22][CH:23]=1.